This data is from TCR-epitope binding with 47,182 pairs between 192 epitopes and 23,139 TCRs. The task is: Binary Classification. Given a T-cell receptor sequence (or CDR3 region) and an epitope sequence, predict whether binding occurs between them. The epitope is KLSYGIATV. The TCR CDR3 sequence is CSVMRGEHDEQYF. Result: 0 (the TCR does not bind to the epitope).